The task is: Regression. Given a peptide amino acid sequence and an MHC pseudo amino acid sequence, predict their binding affinity value. This is MHC class II binding data.. This data is from Peptide-MHC class II binding affinity with 134,281 pairs from IEDB. (1) The peptide sequence is EDPYWGNGDRHSDYQPLGTQDQSLY. The MHC is DRB1_0101 with pseudo-sequence DRB1_0101. The binding affinity (normalized) is 0.366. (2) The peptide sequence is VGADEDDIKATYDKG. The MHC is DRB1_0701 with pseudo-sequence DRB1_0701. The binding affinity (normalized) is 0.0150.